From a dataset of Catalyst prediction with 721,799 reactions and 888 catalyst types from USPTO. Predict which catalyst facilitates the given reaction. (1) Reactant: [N+:1]([C:4]1[CH:9]=[CH:8][CH:7]=[CH:6][C:5]=1[OH:10])([O-:3])=[O:2].C(=O)([O-])[O-].[K+].[K+].[Cl:17][C:18]1[CH:19]=[C:20]([CH2:28]Cl)[C:21]2[O:26][CH2:25][O:24][CH2:23][C:22]=2[CH:27]=1. Product: [Cl:17][C:18]1[CH:19]=[C:20]([CH2:28][O:10][C:5]2[CH:6]=[CH:7][CH:8]=[CH:9][C:4]=2[N+:1]([O-:3])=[O:2])[C:21]2[O:26][CH2:25][O:24][CH2:23][C:22]=2[CH:27]=1. The catalyst class is: 21. (2) Reactant: [OH:1][C:2]1[CH:10]=[CH:9][CH:8]=[C:7]2[C:3]=1[CH2:4][CH2:5][C:6]2=[O:11].Cl[C:13]1[CH:18]=[CH:17][C:16]([C:19]([F:22])([F:21])[F:20])=[CH:15][N:14]=1.C(=O)([O-])[O-].[K+].[K+].CN(C)C=O. Product: [F:20][C:19]([F:22])([F:21])[C:16]1[CH:17]=[CH:18][C:13]([O:1][C:2]2[CH:10]=[CH:9][CH:8]=[C:7]3[C:3]=2[CH2:4][CH2:5][C:6]3=[O:11])=[N:14][CH:15]=1. The catalyst class is: 13. (3) The catalyst class is: 4. Reactant: [NH2:1][C:2]1[CH:3]=[CH:4][C:5]([F:14])=[C:6]([N:8]2[CH2:12][CH2:11][CH2:10][C:9]2=[O:13])[CH:7]=1.[Cl:15][C:16]1[CH:23]=[CH:22][C:19]([CH:20]=O)=[CH:18][CH:17]=1.C(O[BH-](OC(=O)C)OC(=O)C)(=O)C.[Na+]. Product: [Cl:15][C:16]1[CH:23]=[CH:22][C:19]([CH2:20][NH:1][C:2]2[CH:3]=[CH:4][C:5]([F:14])=[C:6]([N:8]3[CH2:12][CH2:11][CH2:10][C:9]3=[O:13])[CH:7]=2)=[CH:18][CH:17]=1. (4) Reactant: [N:1]1[C:10]2[C:5](=[CH:6][CH:7]=[CH:8][CH:9]=2)[CH:4]=[C:3]([C:11]#[C:12][CH2:13][OH:14])[CH:2]=1.CC(C)([O-])C.[K+].[CH:21]1([N:27]([CH:31]2[CH2:36][CH2:35][CH2:34][CH2:33][CH2:32]2)[C:28](Cl)=[O:29])[CH2:26][CH2:25][CH2:24][CH2:23][CH2:22]1.CC(OC)(C)C. Product: [CH:21]1([N:27]([CH:31]2[CH2:36][CH2:35][CH2:34][CH2:33][CH2:32]2)[C:28]([O:14][CH2:13][C:12]#[C:11][C:3]2[CH:2]=[N:1][C:10]3[C:5]([CH:4]=2)=[CH:6][CH:7]=[CH:8][CH:9]=3)=[O:29])[CH2:22][CH2:23][CH2:24][CH2:25][CH2:26]1. The catalyst class is: 1. (5) Reactant: [CH3:1][O:2][C:3]1[CH:4]=[C:5]([C:9](=O)[CH3:10])[CH:6]=[CH:7][CH:8]=1.[CH3:12][O:13][C:14](=[O:35])[CH:15]=P(C1C=CC=CC=1)(C1C=CC=CC=1)C1C=CC=CC=1. Product: [CH3:12][O:13][C:14](=[O:35])[CH:15]=[C:9]([C:5]1[CH:6]=[CH:7][CH:8]=[C:3]([O:2][CH3:1])[CH:4]=1)[CH3:10]. The catalyst class is: 11. (6) The catalyst class is: 146. Product: [CH3:38][C:30]1[C:31](=[O:55])[C@@H:32]([OH:37])[CH2:33][C:34]([CH3:36])([CH3:35])[C:29]=1/[CH:28]=[CH:27]/[C:26](/[CH3:39])=[CH:25]/[CH:24]=[CH:23]/[C:22](/[CH3:40])=[CH:21]/[CH:20]=[CH:19]/[CH:18]=[C:17](\[CH3:41])/[CH:16]=[CH:15]/[CH:14]=[C:13](\[CH3:42])/[CH:12]=[CH:11]/[C:3]1[C:4]([CH3:9])([CH3:10])[CH2:5][C@H:6]([OH:8])[C:7](=[O:44])[C:2]=1[CH3:1]. Reactant: [CH3:1][C:2]1[CH2:7][C@@H:6]([OH:8])[CH2:5][C:4]([CH3:10])([CH3:9])[C:3]=1/[CH:11]=[CH:12]/[C:13](/[CH3:42])=[CH:14]/[CH:15]=[CH:16]/[C:17](/[CH3:41])=[CH:18]/[CH:19]=[CH:20]/[CH:21]=[C:22](\[CH3:40])/[CH:23]=[CH:24]/[CH:25]=[C:26](\[CH3:39])/[CH:27]=[CH:28]/[C:29]1[C:34]([CH3:36])([CH3:35])[CH2:33][C@H:32]([OH:37])[CH2:31][C:30]=1[CH3:38].Br([O-])(=O)=[O:44].[Na+].S(=O)(=O)(O)O.[Br-].[K+].[OH-:55].[Na+]. (7) Reactant: Cl.[NH2:2][OH:3].C(=O)(O)[O-].[Na+].[Cl:9][C:10]1[S:11][C:12]([CH:16]=O)=[C:13]([Cl:15])[N:14]=1. Product: [Cl:9][C:10]1[S:11][C:12]([CH:16]=[N:2][OH:3])=[C:13]([Cl:15])[N:14]=1. The catalyst class is: 97. (8) Reactant: [H-].[Na+].[F:3][C:4]1[CH:9]=[CH:8][C:7]([NH:10][C:11](=[O:13])[CH3:12])=[CH:6][C:5]=1[N+:14]([O-:16])=[O:15].I[CH3:18]. Product: [F:3][C:4]1[CH:9]=[CH:8][C:7]([N:10]([CH3:18])[C:11](=[O:13])[CH3:12])=[CH:6][C:5]=1[N+:14]([O-:16])=[O:15]. The catalyst class is: 1. (9) Product: [CH3:1][O:2][C:3](=[O:13])[C@@H:4]([N:12]1[CH2:29][C:28]([O:31][C:32]2[CH:37]=[CH:36][CH:35]=[CH:34][C:33]=2[O:38][CH2:39][C:40]2[CH:41]=[CH:42][CH:43]=[CH:44][CH:45]=2)=[CH:27][C:26]1=[O:25])[CH2:5][CH:6]1[CH2:11][CH2:10][CH2:9][CH2:8][CH2:7]1. The catalyst class is: 9. Reactant: [CH3:1][O:2][C:3](=[O:13])[C@@H:4]([NH2:12])[CH2:5][CH:6]1[CH2:11][CH2:10][CH2:9][CH2:8][CH2:7]1.C(N(CC)C(C)C)(C)C.C([O:25][C:26](=O)/[CH:27]=[C:28](/[O:31][C:32]1[CH:37]=[CH:36][CH:35]=[CH:34][C:33]=1[O:38][CH2:39][C:40]1[CH:45]=[CH:44][CH:43]=[CH:42][CH:41]=1)\[CH2:29]Br)C.